Dataset: Full USPTO retrosynthesis dataset with 1.9M reactions from patents (1976-2016). Task: Predict the reactants needed to synthesize the given product. (1) Given the product [CH:17]1([S:22][C:2]2[CH:7]=[C:6]([CH3:8])[CH:5]=[C:4]([I:9])[CH:3]=2)[CH2:21][CH2:20][CH2:19][CH2:18]1, predict the reactants needed to synthesize it. The reactants are: I[C:2]1[CH:7]=[C:6]([CH3:8])[CH:5]=[C:4]([I:9])[CH:3]=1.C(N(CC)CC)C.[CH:17]1([SH:22])[CH2:21][CH2:20][CH2:19][CH2:18]1.P([O-])([O-])([O-])=O. (2) Given the product [N+:23]([C:20]1[CH:21]=[CH:22][C:17]([O:16][C:15]([O:1][CH2:2][CH2:3][CH2:4][CH2:5][CH2:6][NH:7][C:8](=[O:14])[O:9][C:10]([CH3:11])([CH3:13])[CH3:12])=[O:26])=[CH:18][CH:19]=1)([O-:25])=[O:24], predict the reactants needed to synthesize it. The reactants are: [OH:1][CH2:2][CH2:3][CH2:4][CH2:5][CH2:6][NH:7][C:8](=[O:14])[O:9][C:10]([CH3:13])([CH3:12])[CH3:11].[C:15](Cl)(=[O:26])[O:16][C:17]1[CH:22]=[CH:21][C:20]([N+:23]([O-:25])=[O:24])=[CH:19][CH:18]=1.C(N(CC)CC)C.O. (3) Given the product [CH:21]1([CH2:24][N:25]2[CH:30]=[C:29]([C:2]3[C:7]([O:8][C:9]4[CH:14]=[CH:13][C:12]([F:15])=[CH:11][C:10]=4[F:16])=[CH:6][N:5]=[C:4]([S:17]([CH3:20])(=[O:19])=[O:18])[N:3]=3)[CH:28]=[C:27]([CH3:40])[C:26]2=[O:41])[CH2:22][CH2:23]1, predict the reactants needed to synthesize it. The reactants are: Cl[C:2]1[C:7]([O:8][C:9]2[CH:14]=[CH:13][C:12]([F:15])=[CH:11][C:10]=2[F:16])=[CH:6][N:5]=[C:4]([S:17]([CH3:20])(=[O:19])=[O:18])[N:3]=1.[CH:21]1([CH2:24][N:25]2[CH:30]=[C:29](B3OC(C)(C)C(C)(C)O3)[CH:28]=[C:27]([CH3:40])[C:26]2=[O:41])[CH2:23][CH2:22]1.[O-]P([O-])([O-])=O.[K+].[K+].[K+].N#N. (4) Given the product [O:14]=[C:10]1[NH:9][C:8]2[C:15]3[C:20]([CH:21]=[CH:22][C:7]=2[N:6]([CH2:5][CH2:4][CH2:3][CH2:2][NH:1][C:26](=[O:27])[C:25]2[CH:29]=[CH:30][CH:31]=[C:32]([O:33][CH3:34])[C:24]=2[Cl:23])[C:12](=[O:13])[CH2:11]1)=[CH:19][CH:18]=[CH:17][CH:16]=3, predict the reactants needed to synthesize it. The reactants are: [NH2:1][CH2:2][CH2:3][CH2:4][CH2:5][N:6]1[C:12](=[O:13])[CH2:11][C:10](=[O:14])[NH:9][C:8]2[C:15]3[C:20]([CH:21]=[CH:22][C:7]1=2)=[CH:19][CH:18]=[CH:17][CH:16]=3.[Cl:23][C:24]1[C:32]([O:33][CH3:34])=[CH:31][CH:30]=[CH:29][C:25]=1[C:26](Cl)=[O:27].CC1C(C)=CC=CC=1C(NC1C=CC(N2C(=O)CC(=O)NC3C4C(C=CC2=3)=CC=CC=4)=CC=1OC)=O. (5) Given the product [CH2:10]([C@@H:6]1[CH2:7][CH2:8][CH2:9][C@H:5]1[OH:4])[CH2:11][CH2:12][CH:13]=[CH2:14], predict the reactants needed to synthesize it. The reactants are: C([O:4][C@@H:5]1[CH2:9][CH2:8][CH2:7][C@H:6]1[CH2:10][CH2:11][CH2:12][CH:13]=[CH2:14])(=O)C.C[O-].[Na+]. (6) The reactants are: [NH2:1][C:2]1[CH:7]=[CH:6][C:5]([C:8]#[N:9])=[CH:4][N:3]=1.N1C=CC=CC=1.[Cl:16][C:17]1[CH:18]=[C:19]([C:24]2([C:39]([F:42])([F:41])[F:40])[O:28][N:27]=[C:26]([C:29]3[CH:37]=[CH:36][C:32]([C:33](Cl)=[O:34])=[C:31]([CH3:38])[CH:30]=3)[CH2:25]2)[CH:20]=[C:21]([Cl:23])[CH:22]=1. Given the product [C:8]([C:5]1[CH:6]=[CH:7][C:2]([NH:1][C:33](=[O:34])[C:32]2[CH:36]=[CH:37][C:29]([C:26]3[CH2:25][C:24]([C:19]4[CH:20]=[C:21]([Cl:23])[CH:22]=[C:17]([Cl:16])[CH:18]=4)([C:39]([F:42])([F:41])[F:40])[O:28][N:27]=3)=[CH:30][C:31]=2[CH3:38])=[N:3][CH:4]=1)#[N:9], predict the reactants needed to synthesize it. (7) Given the product [Cl:1][C:2]1[C:3]([CH:14]=[O:15])=[CH:4][N:5]([S:43]([C:39]2[CH:40]=[CH:41][CH:42]=[C:37]([S:34]([CH3:33])(=[O:36])=[O:35])[CH:38]=2)(=[O:45])=[O:44])[C:6]=1[C:7]1[C:8]([F:13])=[N:9][CH:10]=[CH:11][CH:12]=1, predict the reactants needed to synthesize it. The reactants are: [Cl:1][C:2]1[C:3]([CH:14]=[O:15])=[CH:4][NH:5][C:6]=1[C:7]1[C:8]([F:13])=[N:9][CH:10]=[CH:11][CH:12]=1.[H-].[Na+].C1OCCOCCOCCOCCOC1.[CH3:33][S:34]([C:37]1[CH:38]=[C:39]([S:43](Cl)(=[O:45])=[O:44])[CH:40]=[CH:41][CH:42]=1)(=[O:36])=[O:35]. (8) Given the product [C:25]([O:28][CH2:29][C:30]1[C:31]([N:46]2[CH2:58][CH2:57][N:49]3[C:50]4[CH2:51][CH2:52][CH2:53][CH2:54][C:55]=4[CH:56]=[C:48]3[C:47]2=[O:59])=[CH:32][C:33]([F:45])=[CH:34][C:35]=1[C:2]1[CH:3]=[C:4]([NH:10][C:11]2[CH:16]=[CH:15][C:14]([N:17]3[CH2:22][CH2:21][N:20]([CH3:23])[C@H:19]([CH3:24])[CH2:18]3)=[CH:13][N:12]=2)[C:5](=[O:9])[N:6]([CH3:8])[CH:7]=1)(=[O:27])[CH3:26], predict the reactants needed to synthesize it. The reactants are: Br[C:2]1[CH:3]=[C:4]([NH:10][C:11]2[CH:16]=[CH:15][C:14]([N:17]3[CH2:22][CH2:21][N:20]([CH3:23])[C@H:19]([CH3:24])[CH2:18]3)=[CH:13][N:12]=2)[C:5](=[O:9])[N:6]([CH3:8])[CH:7]=1.[C:25]([O:28][CH2:29][C:30]1[C:35](B2OC(C)(C)C(C)(C)O2)=[CH:34][C:33]([F:45])=[CH:32][C:31]=1[N:46]1[CH2:58][CH2:57][N:49]2[C:50]3[CH2:51][CH2:52][CH2:53][CH2:54][C:55]=3[CH:56]=[C:48]2[C:47]1=[O:59])(=[O:27])[CH3:26].CC([O-])=O.[Na+].[O-]P([O-])([O-])=O.[K+].[K+].[K+]. (9) Given the product [Cl:8][C:5]1[CH:6]=[CH:7][C:2]([NH:1][C:21](=[O:22])[CH:20]([F:24])[F:19])=[C:3]([S:9]([NH2:12])(=[O:11])=[O:10])[CH:4]=1, predict the reactants needed to synthesize it. The reactants are: [NH2:1][C:2]1[CH:7]=[CH:6][C:5]([Cl:8])=[CH:4][C:3]=1[S:9]([NH2:12])(=[O:11])=[O:10].N1C=CC=CC=1.[F:19][CH:20]([F:24])[C:21](Cl)=[O:22]. (10) The reactants are: [C:1]([O:5][C:6]([N:8]([C:16]1[C:17]([Cl:24])=[C:18](N)[CH:19]=[CH:20][C:21]=1Br)[C:9]([O:11][C:12]([CH3:15])([CH3:14])[CH3:13])=[O:10])=[O:7])([CH3:4])([CH3:3])[CH3:2].CC1(C)C(C)(C)OB([C:33]2[CH2:38][CH2:37][N:36]([C:39]([O:41][C:42]([CH3:45])([CH3:44])[CH3:43])=[O:40])[CH2:35][CH:34]=2)O1.C(=O)([O-])[O-].[Na+].[Na+]. Given the product [C:1]([O:5][C:6]([N:8]([C:9]([O:11][C:12]([CH3:15])([CH3:14])[CH3:13])=[O:10])[C:16]1[CH:21]=[CH:20][C:19]([C:33]2[CH2:38][CH2:37][N:36]([C:39]([O:41][C:42]([CH3:43])([CH3:44])[CH3:45])=[O:40])[CH2:35][CH:34]=2)=[CH:18][C:17]=1[Cl:24])=[O:7])([CH3:4])([CH3:3])[CH3:2], predict the reactants needed to synthesize it.